From a dataset of B-cell epitopes from IEDB database with 3,159 antigens for binding position prediction. Token-level Classification. Given an antigen amino acid sequence, predict which amino acid positions are active epitope sites capable of antibody binding. Output is a list of indices for active positions. Given the antigen sequence: MSPQRDRINAFYKDNPHPKGSRIVINREHLMIDRPYVLLAVLFVMFLSLIGLLAIAGIRLHRAAIYTAEIHKSLSTNLDVTNSIEHQVKDVLTPLFKIIGDEVGLRTPQRFTDLVKFISDKIKFLNPDREYDFRDLTWCINPPERIKLDYDQYCADVAAEELMNALVNSTLLETRTTNQFLAVSKGNCSGPTTIRGQFSNMSLSLLDLYLGRGYNVSSIVTMTSQGMYGGTYPVEKPNLSSKRSELSQLSMYRVFEVSVIRNPGLGAPVFHMTNYLEQPVSNDLSNCMVALGELKLAALCHGEDSITIPYQGSGKGVSFQLVKLGVWKSPTGMQSWVPLSTDDPVIDRLYLSSHRGVIADNQAKWAVPTTRTDDKLRMETCFQQACKGKIQALCENPECVPLKDNRIPSYGVLSVDLSLTVELKIKIASGFGPLITHGSGMDLYKSNHNNVYWLTIPPMKNLALGVINTLEWIPRFKVSPYLFTVPIKEAGEDCHAPTYL..., which amino acid positions are active epitope sites? The epitope positions are: [280, 281, 282, 283, 284, 285, 286, 287, 288, 289, 290, 291, 292, 293, 294]. The amino acids at these positions are: SNDLSNCMVALGELK.